From a dataset of Catalyst prediction with 721,799 reactions and 888 catalyst types from USPTO. Predict which catalyst facilitates the given reaction. (1) Reactant: [NH:1]([C:3]([C:5]1[S:6][C:7]([C:19]2[C:28]3[C:23](=[CH:24][CH:25]=[CH:26][CH:27]=3)[C:22]([S:29]([NH:32][C@@H:33]([CH3:38])[C:34]([F:37])([F:36])[F:35])(=[O:31])=[O:30])=[CH:21][CH:20]=2)=[C:8]([C:10]([N:12]2[CH2:17][CH2:16][CH:15]([CH3:18])[CH2:14][CH2:13]2)=[O:11])[N:9]=1)=[O:4])[NH2:2].[OH:39][C:40]([CH3:45])([CH3:44])[C:41](O)=[O:42].CN(C(ON1N=NC2C=CC=NC1=2)=[N+](C)C)C.F[P-](F)(F)(F)(F)F.C(#N)C. Product: [OH:39][C:40]([CH3:45])([CH3:44])[C:41]([NH:2][NH:1][C:3]([C:5]1[S:6][C:7]([C:19]2[C:28]3[C:23](=[CH:24][CH:25]=[CH:26][CH:27]=3)[C:22]([S:29]([NH:32][C@@H:33]([CH3:38])[C:34]([F:36])([F:35])[F:37])(=[O:31])=[O:30])=[CH:21][CH:20]=2)=[C:8]([C:10]([N:12]2[CH2:17][CH2:16][CH:15]([CH3:18])[CH2:14][CH2:13]2)=[O:11])[N:9]=1)=[O:4])=[O:42]. The catalyst class is: 6. (2) Reactant: [NH2:1][CH2:2][CH2:3][C:4]([C:18]1[CH:23]=[CH:22][C:21]([Cl:24])=[CH:20][CH:19]=1)([C:6]1[CH:11]=[CH:10][C:9]([C:12]2[CH:13]=[N:14][NH:15][CH:16]=2)=[CH:8][C:7]=1[F:17])[OH:5].[CH3:25][C:26]([OH:28])=[O:27]. Product: [C:26]([OH:28])(=[O:27])[CH3:25].[NH2:1][CH2:2][CH2:3][C:4]([C:18]1[CH:19]=[CH:20][C:21]([Cl:24])=[CH:22][CH:23]=1)([C:6]1[CH:11]=[CH:10][C:9]([C:12]2[CH:13]=[N:14][NH:15][CH:16]=2)=[CH:8][C:7]=1[F:17])[OH:5]. The catalyst class is: 1. (3) Reactant: [CH2:1]([C:3]1[CH:4]=[C:5]2[N:10]([CH:11]=1)[CH:9]=[CH:8][CH:7]=[CH:6]2)[CH3:2].[Cl:12][CH2:13][CH2:14][CH2:15][C:16]1[CH:24]=[CH:23][C:19]([C:20](Cl)=[O:21])=[CH:18][CH:17]=1. Product: [CH2:1]([C:3]1[CH:4]=[C:5]2[N:10]([C:11]=1[C:20]([C:19]1[CH:23]=[CH:24][C:16]([CH2:15][CH2:14][CH2:13][Cl:12])=[CH:17][CH:18]=1)=[O:21])[CH:9]=[CH:8][CH:7]=[CH:6]2)[CH3:2]. The catalyst class is: 6. (4) Reactant: [CH2:1]([CH:3]([C:6]1[C:11]2[N:12]([CH2:16][C:17]([O:19][CH:20]([CH3:22])[CH3:21])=[O:18])[C:13](=[O:15])[NH:14][C:10]=2[CH:9]=[CH:8][CH:7]=1)[CH2:4][CH3:5])[CH3:2].N(C(C)(C)C#N)=NC(C)(C)C#N.[Cl:35]N1C(=O)CCC1=O.C(=O)([O-])O.[Na+]. Product: [Cl:35][C:9]1[C:10]2[NH:14][C:13](=[O:15])[N:12]([CH2:16][C:17]([O:19][CH:20]([CH3:22])[CH3:21])=[O:18])[C:11]=2[C:6]([CH:3]([CH2:4][CH3:5])[CH2:1][CH3:2])=[CH:7][CH:8]=1. The catalyst class is: 159. (5) The catalyst class is: 2. Reactant: [CH:1]1([C:4]2[CH:9]=[CH:8][C:7]([N:10]3[CH2:14][CH2:13][C:12]4([CH2:19][CH2:18][NH:17][CH2:16][CH2:15]4)[C:11]3=[O:20])=[CH:6][CH:5]=2)[CH2:3][CH2:2]1.[C:21]1([CH:27]2[CH2:29][O:28]2)[CH:26]=[CH:25][CH:24]=[CH:23][CH:22]=1.CCN(CC)CC. Product: [CH:1]1([C:4]2[CH:9]=[CH:8][C:7]([N:10]3[CH2:14][CH2:13][C:12]4([CH2:19][CH2:18][N:17]([CH2:29][CH:27]([OH:28])[C:21]5[CH:26]=[CH:25][CH:24]=[CH:23][CH:22]=5)[CH2:16][CH2:15]4)[C:11]3=[O:20])=[CH:6][CH:5]=2)[CH2:3][CH2:2]1. (6) Reactant: [Br:1][C:2]1[CH:14]=[CH:13][C:12]2[C:11]3[C:6](=[CH:7][C:8]([Br:15])=[CH:9][CH:10]=3)C[C:4]=2[CH:3]=1.[OH-].[K+].[CH3:18]I.C(O[CH2:24][CH3:25])(=O)C. Product: [Br:1][C:2]1[CH:3]=[CH:4][C:12]2[C:11]3[C:6](=[CH:7][C:8]([Br:15])=[CH:9][CH:10]=3)[C:24]([CH3:25])([CH3:18])[C:13]=2[CH:14]=1. The catalyst class is: 16.